This data is from Full USPTO retrosynthesis dataset with 1.9M reactions from patents (1976-2016). The task is: Predict the reactants needed to synthesize the given product. (1) Given the product [C:17]([C:14]1[C:5]2[N:6]=[C:7]([C:9]([N:11]([CH3:13])[CH3:12])=[O:10])[O:8][C:4]=2[C:3]([F:19])=[C:2]([CH:20]=[CH2:21])[C:15]=1[CH3:16])#[N:18], predict the reactants needed to synthesize it. The reactants are: Br[C:2]1[C:15]([CH3:16])=[C:14]([C:17]#[N:18])[C:5]2[N:6]=[C:7]([C:9]([N:11]([CH3:13])[CH3:12])=[O:10])[O:8][C:4]=2[C:3]=1[F:19].[C:20](C1(C)C(O)=C(C(C)(C)C)C=CC1)(C)(C)[CH3:21].C(C([Sn])=C(CCCC)CCCC)CCC.[F-].[K+]. (2) Given the product [CH3:13][O:14][C:15]1[CH:16]=[C:17]2[C:22](=[CH:23][C:24]=1[O:25][CH3:26])[N:21]=[CH:20][CH:19]=[C:18]2[O:27][C:28]1[CH:34]=[CH:33][C:31]([NH:32][C:11]([NH:10][C:8](=[O:9])[C:4]2[CH:5]=[CH:6][CH:7]=[C:2]([CH3:1])[CH:3]=2)=[S:12])=[CH:30][C:29]=1[CH3:35], predict the reactants needed to synthesize it. The reactants are: [CH3:1][C:2]1[CH:3]=[C:4]([C:8]([N:10]=[C:11]=[S:12])=[O:9])[CH:5]=[CH:6][CH:7]=1.[CH3:13][O:14][C:15]1[CH:16]=[C:17]2[C:22](=[CH:23][C:24]=1[O:25][CH3:26])[N:21]=[CH:20][CH:19]=[C:18]2[O:27][C:28]1[CH:34]=[CH:33][C:31]([NH2:32])=[CH:30][C:29]=1[CH3:35].C1(C)C=CC=CC=1. (3) Given the product [Cl:8][C:9]1[C:41]([CH3:42])=[CH:40][C:12]([O:13][CH2:14][CH2:15][CH2:16][C:17]2[C:25]3[C:20](=[C:21]([C:26]4[C:27]([CH2:33][O:7][C:2]5[CH:3]=[CH:4][CH:5]=[CH:6][N:1]=5)=[N:28][N:29]([CH3:32])[C:30]=4[CH3:31])[CH:22]=[CH:23][CH:24]=3)[NH:19][C:18]=2[C:35]([O:37][CH2:38][CH3:39])=[O:36])=[CH:11][C:10]=1[CH3:43], predict the reactants needed to synthesize it. The reactants are: [N:1]1[CH:6]=[CH:5][CH:4]=[CH:3][C:2]=1[OH:7].[Cl:8][C:9]1[C:41]([CH3:42])=[CH:40][C:12]([O:13][CH2:14][CH2:15][CH2:16][C:17]2[C:25]3[C:20](=[C:21]([C:26]4[C:27]([CH2:33]O)=[N:28][N:29]([CH3:32])[C:30]=4[CH3:31])[CH:22]=[CH:23][CH:24]=3)[NH:19][C:18]=2[C:35]([O:37][CH2:38][CH3:39])=[O:36])=[CH:11][C:10]=1[CH3:43]. (4) Given the product [CH3:1][S:2]([CH2:3][CH2:4][CH2:5][NH:6][C:7]([CH:9]1[CH:13]([C:14]2[CH:19]=[CH:18][CH:17]=[C:16]([Cl:20])[CH:15]=2)[C:12]([C:23]2[CH:28]=[CH:27][C:26]([Cl:29])=[CH:25][CH:24]=2)([C:21]#[N:22])[CH:11]([CH2:30][C:31]([CH3:34])([CH3:33])[CH3:32])[NH:10]1)=[O:8])(=[O:37])=[O:41], predict the reactants needed to synthesize it. The reactants are: [CH3:1][S:2][CH2:3][CH2:4][CH2:5][NH:6][C:7]([CH:9]1[CH:13]([C:14]2[CH:19]=[CH:18][CH:17]=[C:16]([Cl:20])[CH:15]=2)[C:12]([C:23]2[CH:28]=[CH:27][C:26]([Cl:29])=[CH:25][CH:24]=2)([C:21]#[N:22])[CH:11]([CH2:30][C:31]([CH3:34])([CH3:33])[CH3:32])[NH:10]1)=[O:8].C(O)(=[O:37])C.OO.[OH2:41]. (5) Given the product [CH3:9][S:10][C:11]([N:7]([C:1]1[CH:6]=[CH:5][CH:4]=[CH:3][CH:2]=1)[NH2:8])=[S:12], predict the reactants needed to synthesize it. The reactants are: [C:1]1([NH:7][NH2:8])[CH:6]=[CH:5][CH:4]=[CH:3][CH:2]=1.[CH3:9][S:10][C:11](=S)[S:12]C. (6) Given the product [CH2:13]([O:15][C:16]1[CH:17]=[CH:18][C:19]([S:22][C:23]2[CH:28]=[CH:27][C:26]([CH3:29])=[CH:25][C:24]=2[NH:30][C:2]2[C:3]3[C:8](=[N:7][C:6]([CH3:12])=[CH:5][CH:4]=3)[N:9]=[CH:10][CH:11]=2)=[CH:20][CH:21]=1)[CH3:14], predict the reactants needed to synthesize it. The reactants are: Cl[C:2]1[CH:11]=[CH:10][N:9]=[C:8]2[C:3]=1[CH:4]=[CH:5][C:6]([CH3:12])=[N:7]2.[CH2:13]([O:15][C:16]1[CH:21]=[CH:20][C:19]([S:22][C:23]2[CH:28]=[CH:27][C:26]([CH3:29])=[CH:25][C:24]=2[N+:30]([O-])=O)=[CH:18][CH:17]=1)[CH3:14]. (7) Given the product [Cl:15][C:16]1[CH:23]=[C:22]([CH2:24][O:25][C:26]2[CH:27]=[CH:28][CH:29]=[CH:30][CH:31]=2)[CH:21]=[CH:20][C:17]=1[CH2:18][C:8]1[C:7]2[C:11](=[CH:12][CH:13]=[C:5]([C:3]([O:2][CH3:1])=[O:4])[CH:6]=2)[NH:10][C:9]=1[CH3:14], predict the reactants needed to synthesize it. The reactants are: [CH3:1][O:2][C:3]([C:5]1[CH:6]=[C:7]2[C:11](=[CH:12][CH:13]=1)[NH:10][C:9]([CH3:14])=[CH:8]2)=[O:4].[Cl:15][C:16]1[CH:23]=[C:22]([CH2:24][O:25][C:26]2[CH:31]=[CH:30][CH:29]=[CH:28][CH:27]=2)[CH:21]=[CH:20][C:17]=1[CH2:18]Cl.C(O)(=O)[C@@H]([C@H](C(O)=O)O)O.[OH-].[Na+].[I-].[Na+]. (8) Given the product [CH2:26]([O:33][C:34]1[CH:39]=[CH:38][C:37]([C@@H:40]([O:43][Si:44]([C:47]([CH3:48])([CH3:49])[CH3:50])([CH3:45])[CH3:46])[CH2:41][NH:1][CH2:2][CH2:3][C:4]2[CH:5]=[C:6]([NH:10][C:11]([NH:13][C:14]3[CH:19]=[CH:18][CH:17]=[CH:16][C:15]=3[C:20]3[CH:21]=[CH:22][CH:23]=[CH:24][CH:25]=3)=[O:12])[CH:7]=[CH:8][CH:9]=2)=[CH:36][C:35]=1[NH:51][CH:52]=[O:53])[C:27]1[CH:28]=[CH:29][CH:30]=[CH:31][CH:32]=1, predict the reactants needed to synthesize it. The reactants are: [NH2:1][CH2:2][CH2:3][C:4]1[CH:5]=[C:6]([NH:10][C:11]([NH:13][C:14]2[CH:19]=[CH:18][CH:17]=[CH:16][C:15]=2[C:20]2[CH:25]=[CH:24][CH:23]=[CH:22][CH:21]=2)=[O:12])[CH:7]=[CH:8][CH:9]=1.[CH2:26]([O:33][C:34]1[CH:39]=[CH:38][C:37]([C@@H:40]([O:43][Si:44]([C:47]([CH3:50])([CH3:49])[CH3:48])([CH3:46])[CH3:45])[CH2:41]Br)=[CH:36][C:35]=1[NH:51][CH:52]=[O:53])[C:27]1[CH:32]=[CH:31][CH:30]=[CH:29][CH:28]=1.C(=O)([O-])O.[Na+].[I-].[Na+].